Dataset: Catalyst prediction with 721,799 reactions and 888 catalyst types from USPTO. Task: Predict which catalyst facilitates the given reaction. (1) Reactant: [C:1]([O:5][CH2:6][CH2:7][O:8][C:9]1[N:14]=[C:13]([O:15][CH3:16])[C:12]([N+:17]([O-])=O)=[C:11]([O:20][CH3:21])[N:10]=1)([CH3:4])([CH3:3])[CH3:2]. Product: [C:1]([O:5][CH2:6][CH2:7][O:8][C:9]1[N:14]=[C:13]([O:15][CH3:16])[C:12]([NH2:17])=[C:11]([O:20][CH3:21])[N:10]=1)([CH3:4])([CH3:3])[CH3:2]. The catalyst class is: 8. (2) Reactant: [S:1]1[CH:5]=[CH:4][CH:3]=[C:2]1[S:6]([NH:9][C:10]1[CH:11]=[CH:12][CH:13]=[C:14]2[C:18]=1[NH:17][C:16]([C:19]([NH2:21])=O)=[CH:15]2)(=[O:8])=[O:7].COC1C=CC(P2(SP(C3C=CC(OC)=CC=3)(=S)S2)=[S:31])=CC=1. Product: [S:1]1[CH:5]=[CH:4][CH:3]=[C:2]1[S:6]([NH:9][C:10]1[CH:11]=[CH:12][CH:13]=[C:14]2[C:18]=1[NH:17][C:16]([C:19](=[S:31])[NH2:21])=[CH:15]2)(=[O:8])=[O:7]. The catalyst class is: 7. (3) Reactant: [CH3:1][O:2][C:3]1[C:4]([NH:9][CH2:10][CH:11]2[CH2:16][CH2:15][NH:14][CH2:13][CH2:12]2)=[N:5][CH:6]=[CH:7][N:8]=1.ON1[C:22]2[CH:23]=[CH:24][CH:25]=[CH:26][C:21]=2N=N1.Cl.C(N=C=N[CH2:33][CH2:34][CH2:35]N(C)C)C.CN([CH:42]=[O:43])C. Product: [CH3:1][O:2][C:3]1[C:4]([NH:9][CH2:10][CH:11]2[CH2:16][CH2:15][N:14]([C:42]([C@@H:35]3[CH2:34][C@H:33]3[C:21]3[CH:26]=[CH:25][CH:24]=[CH:23][CH:22]=3)=[O:43])[CH2:13][CH2:12]2)=[N:5][CH:6]=[CH:7][N:8]=1. The catalyst class is: 13. (4) Reactant: [Cl:1][C:2]1[CH:3]=[C:4]([NH:9][C:10]2[C:19]3[C:14](=[CH:15][C:16]([O:22][CH2:23][C:24]4[N:28]=[C:27]([CH:29]5[CH2:34][CH2:33][N:32](C(OC(C)(C)C)=O)[CH2:31][CH2:30]5)[O:26][N:25]=4)=[C:17]([O:20][CH3:21])[CH:18]=3)[N:13]=[CH:12][N:11]=2)[CH:5]=[CH:6][C:7]=1[Cl:8].Cl. Product: [Cl:1][C:2]1[CH:3]=[C:4]([NH:9][C:10]2[C:19]3[C:14](=[CH:15][C:16]([O:22][CH2:23][C:24]4[N:28]=[C:27]([CH:29]5[CH2:34][CH2:33][NH:32][CH2:31][CH2:30]5)[O:26][N:25]=4)=[C:17]([O:20][CH3:21])[CH:18]=3)[N:13]=[CH:12][N:11]=2)[CH:5]=[CH:6][C:7]=1[Cl:8]. The catalyst class is: 5. (5) Reactant: [NH2:1][C:2]1[CH:3]=[C:4]([C@H:31]2[CH2:36][CH2:35][C@H:34]([CH2:37][C:38]([O:40][CH3:41])=[O:39])[CH2:33][CH2:32]2)[CH:5]=[CH:6][C:7]=1[NH:8][C:9]([C:11]1[O:12][C:13]([NH:16][C:17]2[CH:22]=[CH:21][CH:20]=[C:19]([O:23][CH2:24][C:25]3[CH:30]=[CH:29][CH:28]=[CH:27][CH:26]=3)[CH:18]=2)=[N:14][N:15]=1)=O.C(#N)C. Product: [CH2:24]([O:23][C:19]1[CH:18]=[C:17]([NH:16][C:13]2[O:12][C:11]([C:9]3[NH:8][C:7]4[CH:6]=[CH:5][C:4]([C@H:31]5[CH2:32][CH2:33][C@H:34]([CH2:37][C:38]([O:40][CH3:41])=[O:39])[CH2:35][CH2:36]5)=[CH:3][C:2]=4[N:1]=3)=[N:15][N:14]=2)[CH:22]=[CH:21][CH:20]=1)[C:25]1[CH:26]=[CH:27][CH:28]=[CH:29][CH:30]=1. The catalyst class is: 15. (6) Reactant: [NH2:1][C:2]1[CH:3]=[C:4]2[C:9](=[CH:10][CH:11]=1)[C:8](=[O:12])[CH2:7][CH2:6][CH2:5]2.[CH2:13]([C:16]1[CH:24]=[CH:23][C:19]([C:20](Cl)=[O:21])=[CH:18][CH:17]=1)[CH2:14][CH3:15].C(N(CC)CC)C. Product: [O:12]=[C:8]1[CH2:7][CH2:6][CH2:5][C:4]2[CH:3]=[C:2]([NH:1][C:20](=[O:21])[C:19]3[CH:23]=[CH:24][C:16]([CH2:13][CH2:14][CH3:15])=[CH:17][CH:18]=3)[CH:11]=[CH:10][C:9]1=2. The catalyst class is: 1.